This data is from Full USPTO retrosynthesis dataset with 1.9M reactions from patents (1976-2016). The task is: Predict the reactants needed to synthesize the given product. (1) Given the product [CH2:1]([O:7][C:9]1[CH:23]=[CH:22][C:12]([C:13]([C:15]2[CH:20]=[CH:19][C:18]([O:21][CH2:27][CH2:26][CH:25]=[CH:24][CH:29]=[CH2:28])=[CH:17][CH:16]=2)=[O:14])=[CH:11][CH:10]=1)[CH2:2][CH:3]=[CH:4][CH:5]=[CH2:6], predict the reactants needed to synthesize it. The reactants are: [CH2:1]([OH:7])[CH2:2][CH:3]=[CH:4][CH:5]=[CH2:6].O[C:9]1[CH:23]=[CH:22][C:12]([C:13]([C:15]2[CH:20]=[CH:19][C:18]([OH:21])=[CH:17][CH:16]=2)=[O:14])=[CH:11][CH:10]=1.[C:24]1(P([C:24]2[CH:29]=[CH:28][CH:27]=[CH:26][CH:25]=2)[C:24]2[CH:29]=[CH:28][CH:27]=[CH:26][CH:25]=2)[CH:29]=[CH:28][CH:27]=[CH:26][CH:25]=1. (2) Given the product [CH3:15][O:16][C:17](=[O:33])[C:18]1[CH:23]=[CH:22][C:21]([C:6]2[CH:5]=[N:4][C:3]([O:2][CH3:1])=[CH:8][CH:7]=2)=[C:20]([Cl:32])[CH:19]=1, predict the reactants needed to synthesize it. The reactants are: [CH3:1][O:2][C:3]1[CH:8]=[CH:7][C:6](Br)=[CH:5][N:4]=1.C([Li])CCC.[CH3:15][O:16][C:17](=[O:33])[C:18]1[CH:23]=[CH:22][C:21](OS(C(F)(F)F)(=O)=O)=[C:20]([Cl:32])[CH:19]=1. (3) Given the product [CH:11]([C:14]1[N:19]=[CH:18][C:17]([NH:20][C:8]([C:6]2[CH:5]=[N:4][N:3]([CH:1]=[CH2:2])[CH:7]=2)=[O:10])=[CH:16][CH:15]=1)([CH3:13])[CH3:12], predict the reactants needed to synthesize it. The reactants are: [CH:1]([N:3]1[CH:7]=[C:6]([C:8]([OH:10])=O)[CH:5]=[N:4]1)=[CH2:2].[CH:11]([C:14]1[N:19]=[CH:18][C:17]([NH2:20])=[CH:16][CH:15]=1)([CH3:13])[CH3:12].ON1C2C=CC=CC=2N=N1.Cl.C(N=C=NCCCN(C)C)C. (4) Given the product [CH3:16][O:13][C:9]1[CH:8]=[C:7]2[C:12](=[CH:11][CH:10]=1)[C:4]([CH3:14])([CH3:3])[CH2:5][CH2:6]2, predict the reactants needed to synthesize it. The reactants are: [H-].[Na+].[CH3:3][C:4]1([CH3:14])[C:12]2[C:7](=[CH:8][C:9]([OH:13])=[CH:10][CH:11]=2)[CH2:6][CH2:5]1.Br[CH2:16]C(OCC)=O. (5) Given the product [CH2:1]([O:8][C:9]1[CH:38]=[CH:37][C:12]([O:13][C:14]2[CH:22]=[CH:21][C:17]([C:18]([NH:46][C:42]3[CH:43]=[CH:44][CH:45]=[C:40]([F:39])[CH:41]=3)=[O:19])=[CH:16][C:15]=2[NH:23][C:24]2[C:25]3[CH:33]=[CH:32][C:31]([CH:34]([CH3:36])[CH3:35])=[N:30][C:26]=3[N:27]=[CH:28][N:29]=2)=[CH:11][CH:10]=1)[C:2]1[CH:7]=[CH:6][CH:5]=[CH:4][CH:3]=1, predict the reactants needed to synthesize it. The reactants are: [CH2:1]([O:8][C:9]1[CH:38]=[CH:37][C:12]([O:13][C:14]2[CH:22]=[CH:21][C:17]([C:18](Cl)=[O:19])=[CH:16][C:15]=2[NH:23][C:24]2[C:25]3[CH:33]=[CH:32][C:31]([CH:34]([CH3:36])[CH3:35])=[N:30][C:26]=3[N:27]=[CH:28][N:29]=2)=[CH:11][CH:10]=1)[C:2]1[CH:7]=[CH:6][CH:5]=[CH:4][CH:3]=1.[F:39][C:40]1[CH:41]=[C:42]([NH2:46])[CH:43]=[CH:44][CH:45]=1. (6) Given the product [Cl:8][C:7]1[C:2]([N:1]2[CH:21]=[CH:25][CH:24]=[CH:23]2)=[CH:3][C:4]([O:10][C:11]2[CH:16]=[CH:15][C:14]([Cl:17])=[CH:13][C:12]=2[Cl:18])=[C:5]([OH:9])[CH:6]=1, predict the reactants needed to synthesize it. The reactants are: [NH2:1][C:2]1[C:7]([Cl:8])=[CH:6][C:5]([OH:9])=[C:4]([O:10][C:11]2[CH:16]=[CH:15][C:14]([Cl:17])=[CH:13][C:12]=2[Cl:18])[CH:3]=1.CO[CH:21]1[CH2:25][CH2:24][CH:23](OC)O1.